Dataset: Full USPTO retrosynthesis dataset with 1.9M reactions from patents (1976-2016). Task: Predict the reactants needed to synthesize the given product. (1) Given the product [NH2:2][CH2:1][CH2:3][C@@H:4]1[CH2:13][C:12]2[C:7](=[CH:8][CH:9]=[CH:10][CH:11]=2)[CH2:6][N:5]1[C:14]([O:16][CH2:17][C:18]1[CH:19]=[CH:20][CH:21]=[CH:22][CH:23]=1)=[O:15], predict the reactants needed to synthesize it. The reactants are: [C:1]([CH2:3][C@@H:4]1[CH2:13][C:12]2[C:7](=[CH:8][CH:9]=[CH:10][CH:11]=2)[CH2:6][N:5]1[C:14]([O:16][CH2:17][C:18]1[CH:23]=[CH:22][CH:21]=[CH:20][CH:19]=1)=[O:15])#[N:2].B.C1COCC1.[NH4+].[Cl-]. (2) Given the product [CH2:12]([C:14]1[S:18][C:17]([CH2:19][NH:11][C:1]23[CH2:8][CH:7]4[CH2:6][CH:5]([CH2:4][CH:3]([CH2:9]4)[CH2:2]2)[CH2:10]3)=[CH:16][CH:15]=1)[CH3:13], predict the reactants needed to synthesize it. The reactants are: [C:1]12([NH2:11])[CH2:10][CH:5]3[CH2:6][CH:7]([CH2:9][CH:3]([CH2:4]3)[CH2:2]1)[CH2:8]2.[CH2:12]([C:14]1[S:18][C:17]([CH:19]=O)=[CH:16][CH:15]=1)[CH3:13]. (3) Given the product [C:27]([O:31][C:32](=[O:50])[N:33]([C:34]1[S:35][C:36]([CH:40]([C:10]2[C:4]3[C:5](=[N:6][CH:7]=[C:2]([Cl:1])[CH:3]=3)[N:8]([Si:12]([CH:19]([CH3:21])[CH3:20])([CH:16]([CH3:18])[CH3:17])[CH:13]([CH3:15])[CH3:14])[CH:9]=2)[OH:41])=[CH:37][N:38]=1)[CH2:42][C:43]1[CH:44]=[CH:45][C:46]([F:49])=[CH:47][CH:48]=1)([CH3:30])([CH3:28])[CH3:29], predict the reactants needed to synthesize it. The reactants are: [Cl:1][C:2]1[CH:3]=[C:4]2[C:10](I)=[CH:9][N:8]([Si:12]([CH:19]([CH3:21])[CH3:20])([CH:16]([CH3:18])[CH3:17])[CH:13]([CH3:15])[CH3:14])[C:5]2=[N:6][CH:7]=1.C([Mg]Cl)(C)C.[C:27]([O:31][C:32](=[O:50])[N:33]([CH2:42][C:43]1[CH:48]=[CH:47][C:46]([F:49])=[CH:45][CH:44]=1)[C:34]1[S:35][C:36]([CH:40]=[O:41])=[C:37](Cl)[N:38]=1)([CH3:30])([CH3:29])[CH3:28]. (4) Given the product [ClH:33].[CH3:23][C:15]1[N:14]([CH2:24][CH2:25][CH3:26])[C:13]2[C:17](=[CH:18][C:19]3[CH:20]4[CH2:22][CH:10]([C:11]=3[CH:12]=2)[CH2:9][NH:8][CH2:21]4)[N:16]=1, predict the reactants needed to synthesize it. The reactants are: C(OC([N:8]1[CH2:21][CH:20]2[CH2:22][CH:10]([C:11]3[CH:12]=[C:13]4[C:17](=[CH:18][C:19]=32)[N:16]=[C:15]([CH3:23])[N:14]4[CH2:24][CH2:25][CH3:26])[CH2:9]1)=O)(C)(C)C.C(OCC)(=O)C.[ClH:33]. (5) Given the product [NH2:26][C:20]1([CH2:19][C:18]2[CH:27]=[CH:28][C:15]([Cl:14])=[CH:16][CH:17]=2)[CH2:21][CH2:22][N:23]([C:2]2[C:7]3[O:8][CH2:9][C:10](=[O:12])[NH:11][C:6]=3[N:5]=[CH:4][CH:3]=2)[CH2:24][CH2:25]1, predict the reactants needed to synthesize it. The reactants are: Cl[C:2]1[C:7]2[O:8][CH2:9][C:10](=[O:12])[NH:11][C:6]=2[N:5]=[CH:4][CH:3]=1.Cl.[Cl:14][C:15]1[CH:28]=[CH:27][C:18]([CH2:19][C:20]2([NH2:26])[CH2:25][CH2:24][NH:23][CH2:22][CH2:21]2)=[CH:17][CH:16]=1.C(N(CC)CC)C. (6) Given the product [Cl:31][C:29]1[CH:28]=[CH:27][C:26]([N:32]2[CH:36]=[N:35][N:34]=[N:33]2)=[C:25](/[CH:24]=[CH:23]/[C:22]([NH:21][C@@H:16]([CH2:17][C:18]([N:21]2[CH2:43][CH2:47][N:14]([CH3:11])[CH2:15][CH2:16]2)=[O:19])[C:15]([NH:14][C:11]2[CH:12]=[CH:13][C:8]([C:6]([OH:5])=[O:7])=[CH:9][CH:10]=2)=[O:38])=[O:37])[CH:30]=1, predict the reactants needed to synthesize it. The reactants are: C([O:5][C:6]([C:8]1[CH:13]=[CH:12][C:11]([NH:14][C:15](=[O:38])[C@@H:16]([NH:21][C:22](=[O:37])/[CH:23]=[CH:24]/[C:25]2[CH:30]=[C:29]([Cl:31])[CH:28]=[CH:27][C:26]=2[N:32]2[CH:36]=[N:35][N:34]=[N:33]2)[CH2:17][C:18](O)=[O:19])=[CH:10][CH:9]=1)=[O:7])(C)(C)C.O.[OH-].[Li+].Cl.[CH2:43]1[CH2:47]OCC1. (7) Given the product [Br:13][C:9]1[CH:10]=[CH:11][CH:12]=[C:7]([P:14]([C:21]2[CH:22]=[CH:23][CH:24]=[CH:25][CH:26]=2)[C:15]2[CH:20]=[CH:19][CH:18]=[CH:17][CH:16]=2)[N:8]=1, predict the reactants needed to synthesize it. The reactants are: C([Li])CCC.Br[C:7]1[CH:12]=[CH:11][CH:10]=[C:9]([Br:13])[N:8]=1.[P:14](Cl)([C:21]1[CH:26]=[CH:25][CH:24]=[CH:23][CH:22]=1)[C:15]1[CH:20]=[CH:19][CH:18]=[CH:17][CH:16]=1.O.